This data is from Full USPTO retrosynthesis dataset with 1.9M reactions from patents (1976-2016). The task is: Predict the reactants needed to synthesize the given product. (1) Given the product [NH:35]1[C:34]([CH2:33][NH:32][C:3](=[O:5])[CH:2]([OH:1])[C:6]2[CH:11]=[CH:10][C:9]([C:12]3[N:16]=[C:15]([C:17]4[O:21][N:20]=[C:19]([C:22]5[CH:23]=[CH:24][CH:25]=[CH:26][CH:27]=5)[C:18]=4[C:28]([F:29])([F:30])[F:31])[O:14][N:13]=3)=[CH:8][CH:7]=2)=[N:38][N:37]=[N:36]1, predict the reactants needed to synthesize it. The reactants are: [OH:1][CH:2]([C:6]1[CH:11]=[CH:10][C:9]([C:12]2[N:16]=[C:15]([C:17]3[O:21][N:20]=[C:19]([C:22]4[CH:27]=[CH:26][CH:25]=[CH:24][CH:23]=4)[C:18]=3[C:28]([F:31])([F:30])[F:29])[O:14][N:13]=2)=[CH:8][CH:7]=1)[C:3]([OH:5])=O.[NH2:32][CH2:33][C:34]1[NH:38][N:37]=[N:36][N:35]=1.CN1CCOCC1.CN(C(ON1N=NC2C=CC=NC1=2)=[N+](C)C)C.F[P-](F)(F)(F)(F)F. (2) Given the product [N:5]1[CH:4]=[CH:3][C:2]([C:1](=[O:9])[CH2:27][C:26]([O:25][CH2:29][CH3:28])=[O:11])=[CH:7][CH:6]=1, predict the reactants needed to synthesize it. The reactants are: [C:1]([OH:9])(=O)[C:2]1[CH:7]=[CH:6][N:5]=[CH:4][CH:3]=1.C(N1C=CN=C1)(N1C=CN=C1)=[O:11].[Cl-].[Mg+2].[Cl-].[O:25]1[CH2:29][CH2:28][CH2:27][CH2:26]1. (3) The reactants are: [H-].[Na+].Cl[CH2:4][CH2:5][O:6][C:7]([NH:9][C:10]1([CH3:23])[CH2:15][CH2:14][N:13]([C:16]([O:18][C:19]([CH3:22])([CH3:21])[CH3:20])=[O:17])[CH2:12][CH2:11]1)=[O:8]. Given the product [CH3:23][C:10]1([N:9]2[CH2:4][CH2:5][O:6][C:7]2=[O:8])[CH2:15][CH2:14][N:13]([C:16]([O:18][C:19]([CH3:22])([CH3:21])[CH3:20])=[O:17])[CH2:12][CH2:11]1, predict the reactants needed to synthesize it. (4) Given the product [Cl:26][C:27]1[C:36]([CH2:37][N:38]2[C:46](=[O:47])[C:45]3[C:40](=[CH:41][CH:42]=[CH:43][CH:44]=3)[C:39]2=[O:48])=[CH:35][C:34]2[C:29](=[C:30]([Cl:49])[CH:31]=[CH:32][CH:33]=2)[N:28]=1.[Cl:49][C:30]1[CH:31]=[CH:32][CH:33]=[C:34]2[C:29]=1[N:28]=[C:27]([C:7]1[CH:8]=[CH:9][CH:4]=[CH:3][N:2]=1)[C:36]([CH2:37][NH2:38])=[CH:35]2, predict the reactants needed to synthesize it. The reactants are: C1(=O)[C:9]2[C:4](=CC=[CH:7][CH:8]=2)[C:3](=O)[NH:2]1.ClC1C(C=O)=CC2C(=C(Cl)C=CC=2)N=1.[Cl:26][C:27]1[C:36]([CH2:37][N:38]2[C:46](=[O:47])[C:45]3[C:40](=[CH:41][CH:42]=[CH:43][CH:44]=3)[C:39]2=[O:48])=[CH:35][C:34]2[C:29](=[C:30]([Cl:49])[CH:31]=[CH:32][CH:33]=2)[N:28]=1.[Br-]. (5) Given the product [CH3:49][C:50]1[CH:51]=[C:52]([C:2]2[C:3]3[CH:16]=[N:15][N:14]([CH2:17][C:18]4[CH:23]=[CH:22][C:21]([O:24][CH3:25])=[CH:20][CH:19]=4)[C:4]=3[C:5](=[O:13])[N:6]([CH3:12])[C:7]=2[C:8]([O:10][CH3:11])=[O:9])[CH:53]=[CH:54][C:55]=1[CH3:56], predict the reactants needed to synthesize it. The reactants are: O[C:2]1[C:3]2[CH:16]=[N:15][N:14]([CH2:17][C:18]3[CH:23]=[CH:22][C:21]([O:24][CH3:25])=[CH:20][CH:19]=3)[C:4]=2[C:5](=[O:13])[N:6]([CH3:12])[C:7]=1[C:8]([O:10][CH3:11])=[O:9].S(OS(C(F)(F)F)(=O)=O)(C(F)(F)F)(=O)=O.[O-]S(C(F)(F)F)(=O)=O.[CH3:49][C:50]1[CH:51]=[C:52](B(O)O)[CH:53]=[CH:54][C:55]=1[CH3:56].C(=O)([O-])[O-].[Na+].[Na+]. (6) Given the product [CH2:31]([O:33][C:34]([N:36]1[CH2:42][CH2:41][C:40]2[CH:43]=[C:44]([C:46]([C:47]([F:50])([F:49])[F:48])=[CH2:2])[S:45][C:39]=2[CH2:38][CH2:37]1)=[O:35])[CH3:32], predict the reactants needed to synthesize it. The reactants are: [Br-].[C:2]1([PH+](C2C=CC=CC=2)C2C=CC=CC=2)C=CC=CC=1.C[Si]([N-][Si](C)(C)C)(C)C.[K+].[CH2:31]([O:33][C:34]([N:36]1[CH2:42][CH2:41][C:40]2[C:43](Br)=[C:44]([C:46](=O)[C:47]([F:50])([F:49])[F:48])[S:45][C:39]=2[CH2:38][CH2:37]1)=[O:35])[CH3:32]. (7) Given the product [O:12]1[C@@H:13]2[C@@:5]34[CH2:4][CH2:3][N:2]([CH3:1])[C@@H:18]([C@:17]3([OH:25])[CH2:16][CH2:15][C:14]2=[O:20])[CH2:19][C:7]2=[C:6]4[C:11]1=[C:10]([O:22][CH3:23])[CH:9]=[CH:8]2, predict the reactants needed to synthesize it. The reactants are: [CH3:1][N:2]1[C@@H:18]2[CH2:19][C:7]3[CH:8]=[CH:9][C:10]([O:22][CH3:23])=[C:11]4[O:12][C@H:13]5[C:14]([O:20]C)=[CH:15][CH:16]=[C:17]2[C@:5]5([C:6]=34)[CH2:4][CH2:3]1.C(O)=[O:25].OO. (8) Given the product [CH2:1]([O:3][C:4]([CH:5]([O:18][C:16](=[O:17])[CH:15]([CH3:19])[CH3:14])[O:6][C:7]([S:9][CH2:10][CH3:11])=[O:8])=[O:13])[CH3:2], predict the reactants needed to synthesize it. The reactants are: [CH2:1]([O:3][C:4](=[O:13])[CH:5](I)[O:6][C:7]([S:9][CH2:10][CH3:11])=[O:8])[CH3:2].[CH3:14][CH:15]([CH3:19])[C:16]([OH:18])=[O:17].CCN(C(C)C)C(C)C.